Dataset: Reaction yield outcomes from USPTO patents with 853,638 reactions. Task: Predict the reaction yield, written as a fraction of the theoretical maximum amount of product (1.0 means a 100% yield; for example, 0.34 means a 34% yield). (1) The reactants are [Cl:1][C:2]1[CH:3]=[CH:4][C:5]([NH2:9])=[N:6][C:7]=1[Cl:8].[C:10](N1C=CC=CC1=O)(N1C=CC=CC1=O)=[S:11]. The catalyst is ClCCl.C(OCC)(=O)C.CCCCCC. The product is [Cl:8][C:7]1[C:2]([Cl:1])=[CH:3][CH:4]=[C:5]([N:9]=[C:10]=[S:11])[N:6]=1. The yield is 0.810. (2) The reactants are [N:1]1[CH:6]=[CH:5][C:4]([C:7]2[C:15]3[C:10](=[CH:11][CH:12]=[C:13]([NH:16][C:17]([C:19]4[CH:28]=[CH:27][C:22]([C:23]([O:25]C)=[O:24])=[CH:21][CH:20]=4)=[O:18])[CH:14]=3)[NH:9][N:8]=2)=[CH:3][CH:2]=1.O.[OH-].[Li+]. The catalyst is O1CCCC1. The product is [N:1]1[CH:2]=[CH:3][C:4]([C:7]2[C:15]3[C:10](=[CH:11][CH:12]=[C:13]([NH:16][C:17]([C:19]4[CH:20]=[CH:21][C:22]([C:23]([OH:25])=[O:24])=[CH:27][CH:28]=4)=[O:18])[CH:14]=3)[NH:9][N:8]=2)=[CH:5][CH:6]=1. The yield is 0.705. (3) The reactants are [F:1][C:2]1[CH:7]=[CH:6][C:5]([C:8]2[CH:9]=[C:10]3[C:15](=[CH:16][CH:17]=2)[CH:14]=[C:13]([S:18]([O-:20])=[O:19])[CH:12]=[CH:11]3)=[CH:4][CH:3]=1.[Na+].Br[C:23]1[N:31]=[CH:30][N:29]=[C:28]2[C:24]=1[NH:25][CH:26]=[N:27]2. The catalyst is CS(C)=O.O. The product is [F:1][C:2]1[CH:7]=[CH:6][C:5]([C:8]2[CH:9]=[C:10]3[C:15](=[CH:16][CH:17]=2)[CH:14]=[C:13]([S:18]([C:23]2[N:31]=[CH:30][N:29]=[C:28]4[C:24]=2[N:25]=[CH:26][NH:27]4)(=[O:20])=[O:19])[CH:12]=[CH:11]3)=[CH:4][CH:3]=1. The yield is 0.250. (4) The reactants are [N+:1]([C:4]1[CH:9]=[CH:8][C:7]([CH2:10][S:11](Cl)(=[O:13])=[O:12])=[CH:6][CH:5]=1)([O-:3])=[O:2].[CH3:15][C@H:16]1[CH2:21][NH:20][CH2:19][C@@H:18]([CH3:22])[NH:17]1.C(N(CC)CC)C. The catalyst is C(Cl)Cl. The product is [CH3:15][C@H:16]1[NH:17][C@@H:18]([CH3:22])[CH2:19][N:20]([S:11]([CH2:10][C:7]2[CH:8]=[CH:9][C:4]([N+:1]([O-:3])=[O:2])=[CH:5][CH:6]=2)(=[O:13])=[O:12])[CH2:21]1. The yield is 0.900. (5) The reactants are [CH3:1][C:2]1[CH:3]=[C:4]([CH:7]=[C:8]([CH3:10])[CH:9]=1)[CH:5]=O.[C:11]([CH2:13]P(=O)(OCC)OCC)#[N:12].CC(C)([O-])C.[K+]. The catalyst is C1COCC1. The product is [CH3:1][C:2]1[CH:3]=[C:4]([CH:5]=[CH:13][C:11]#[N:12])[CH:7]=[C:8]([CH3:10])[CH:9]=1. The yield is 0.860. (6) The reactants are COC1C=CC(C(C2SC=NN=2)[N:10]2[C:18]3[C:13](=[N:14][CH2:15][NH:16][CH:17]=3)[CH:12]=[C:11]2[C:19]2[CH:24]=[CH:23][CH:22]=[CH:21][C:20]=2[F:25])=C(C(F)(F)F)C=1.FC1C=CC=CC=1C1NC2C=NC=NC=2C=1.[F:51][C:52]([F:75])([F:74])[C:53]1[CH:58]=[C:57]([C:59]([F:62])([F:61])[F:60])[CH:56]=[CH:55][C:54]=1[C:63]1[S:67][C:66]([CH2:68]OS(C)(=O)=O)=[N:65][N:64]=1. No catalyst specified. The product is [F:75][C:52]([F:51])([F:74])[C:53]1[CH:58]=[C:57]([C:59]([F:62])([F:60])[F:61])[CH:56]=[CH:55][C:54]=1[C:63]1[S:67][C:66]([CH2:68][N:16]2[CH:17]=[C:18]3[N:10]=[C:11]([C:19]4[CH:24]=[CH:23][CH:22]=[CH:21][C:20]=4[F:25])[CH:12]=[C:13]3[N:14]=[CH:15]2)=[N:65][N:64]=1. The yield is 0.0500. (7) The product is [CH:1]1([C:5]2[CH:6]=[CH:7][C:8]([C:9]([O:11][CH3:12])=[O:10])=[CH:13][C:14]=2[N+:15]([O-:17])=[O:16])[CH2:2][CH2:3][CH2:4]1. The reactants are [CH:1]1([C:5]2[CH:14]=[CH:13][C:8]([C:9]([O:11][CH3:12])=[O:10])=[CH:7][CH:6]=2)[CH2:4][CH2:3][CH2:2]1.[N+:15]([O-])([OH:17])=[O:16].O. The yield is 0.640. The catalyst is C(OC(=O)C)(=O)C. (8) The reactants are [Cl:1][S:2]([OH:5])(=O)=[O:3].[NH:6]1[C:14]2[C:9](=[CH:10][CH:11]=[CH:12][CH:13]=2)[CH2:8][C:7]1=[O:15]. The catalyst is O. The product is [Cl:1][S:2]([C:11]1[CH:10]=[C:9]2[C:14](=[CH:13][CH:12]=1)[NH:6][C:7](=[O:15])[CH2:8]2)(=[O:5])=[O:3]. The yield is 0.500. (9) The reactants are [CH3:1][C:2]1[CH:3]=[C:4]([CH:7]=[C:8]([CH3:21])[C:9]=1[CH2:10][C:11]1[CH:16]=[CH:15][C:14]([OH:17])=[C:13]([CH:18]([CH3:20])[CH3:19])[CH:12]=1)[CH2:5][OH:6].[CH3:22][P:23](=O)([OH:25])[OH:24].N1C=CC=CC=1.CCN=C=NCCCN(C)C. The catalyst is CN(C=O)C. The product is [CH3:1][C:2]1[CH:3]=[C:4]([CH:7]=[C:8]([CH3:21])[C:9]=1[CH2:10][C:11]1[CH:16]=[CH:15][C:14]([OH:17])=[C:13]([CH:18]([CH3:19])[CH3:20])[CH:12]=1)[CH2:5][O:6][P:23]([CH3:22])(=[O:24])[OH:25]. The yield is 0.240.